This data is from Catalyst prediction with 721,799 reactions and 888 catalyst types from USPTO. The task is: Predict which catalyst facilitates the given reaction. Reactant: Br[CH2:2][C:3](=O)[C:4]([O:6][CH2:7][CH3:8])=[O:5].[F:10][C:11]1[CH:16]=[CH:15][C:14]([NH:17][C:18](=[NH:27])[C:19]2[CH:24]=[CH:23][C:22]([O:25][CH3:26])=[N:21][CH:20]=2)=[CH:13][CH:12]=1. Product: [CH2:7]([O:6][C:4]([C:3]1[N:27]=[C:18]([C:19]2[CH:20]=[N:21][C:22]([O:25][CH3:26])=[CH:23][CH:24]=2)[N:17]([C:14]2[CH:13]=[CH:12][C:11]([F:10])=[CH:16][CH:15]=2)[CH:2]=1)=[O:5])[CH3:8]. The catalyst class is: 7.